The task is: Predict the reactants needed to synthesize the given product.. This data is from Full USPTO retrosynthesis dataset with 1.9M reactions from patents (1976-2016). (1) Given the product [NH2:35][C:36]1([C:39]([N:2]2[CH2:3][CH:4]([C:6]3[CH:27]=[CH:26][C:9]4[C:10]5[N:14]([CH:13]=[C:12]([C:18]6[N:19]([CH:23]([CH3:24])[CH3:25])[N:20]=[CH:21][N:22]=6)[N:11]=5)[CH2:15][CH2:16][O:17][C:8]=4[CH:7]=3)[CH2:5]2)=[O:40])[CH2:38][CH2:37]1, predict the reactants needed to synthesize it. The reactants are: Cl.[NH:2]1[CH2:5][CH:4]([C:6]2[CH:27]=[CH:26][C:9]3[C:10]4[N:14]([CH2:15][CH2:16][O:17][C:8]=3[CH:7]=2)[CH:13]=[C:12]([C:18]2[N:19]([CH:23]([CH3:25])[CH3:24])[N:20]=[CH:21][N:22]=2)[N:11]=4)[CH2:3]1.C(OC([NH:35][C:36]1([C:39](O)=[O:40])[CH2:38][CH2:37]1)=O)(C)(C)C.CO. (2) Given the product [NH2:30][C:29]1[NH:31][C:3](=[O:4])[C:2]([CH:8]([NH:10][C:11](=[O:22])[C:12]2[CH:17]=[CH:16][CH:15]=[C:14]([C:18]([F:21])([F:20])[F:19])[CH:13]=2)[CH3:9])=[N:27][N:28]=1, predict the reactants needed to synthesize it. The reactants are: O=[C:2]([CH:8]([NH:10][C:11](=[O:22])[C:12]1[CH:17]=[CH:16][CH:15]=[C:14]([C:18]([F:21])([F:20])[F:19])[CH:13]=1)[CH3:9])[C:3](OCC)=[O:4].C(=O)(O)O.[NH2:27][NH:28][C:29]([NH2:31])=[NH:30]. (3) Given the product [CH3:1][O:2][C:3]1[CH:4]=[C:5]([O:12][CH2:13][C@H:14]2[CH2:18][CH2:17][CH2:16][N:15]2[C:19]([C@H:21]2[CH2:22][CH2:23][C@H:24]([C:27]([F:28])([F:29])[F:30])[CH2:25][CH2:26]2)=[O:20])[C:6]([C:9]([NH2:35])=[O:10])=[N:7][CH:8]=1, predict the reactants needed to synthesize it. The reactants are: [CH3:1][O:2][C:3]1[CH:4]=[C:5]([O:12][CH2:13][C@H:14]2[CH2:18][CH2:17][CH2:16][N:15]2[C:19]([C@H:21]2[CH2:26][CH2:25][C@H:24]([C:27]([F:30])([F:29])[F:28])[CH2:23][CH2:22]2)=[O:20])[C:6]([C:9](O)=[O:10])=[N:7][CH:8]=1.[Cl-].[NH4+].Cl.C[N:35](C)CCCN=C=N.O.ON1C2C=CC=CC=2N=N1.C(N(CC)CC)C.